Task: Predict the product of the given reaction.. Dataset: Forward reaction prediction with 1.9M reactions from USPTO patents (1976-2016) Given the reactants [CH3:1][C:2]1([CH3:32])[CH2:10][C:9]2[NH:8][N:7]=[C:6]([C:11]3[NH:12][C:13]4[C:18]([CH:19]=3)=[CH:17][CH:16]=[C:15]([N:20]([CH3:31])[C:21](=[O:30])[C@@H:22]([N:24]3[CH2:29][CH2:28][O:27][CH2:26][CH2:25]3)[CH3:23])[CH:14]=4)[C:5]=2[CH2:4][CH2:3]1.[ClH:33].C(OCC)(=O)C, predict the reaction product. The product is: [ClH:33].[CH3:32][C:2]1([CH3:1])[CH2:10][C:9]2[NH:8][N:7]=[C:6]([C:11]3[NH:12][C:13]4[C:18]([CH:19]=3)=[CH:17][CH:16]=[C:15]([N:20]([CH3:31])[C:21](=[O:30])[C@@H:22]([N:24]3[CH2:29][CH2:28][O:27][CH2:26][CH2:25]3)[CH3:23])[CH:14]=4)[C:5]=2[CH2:4][CH2:3]1.